From a dataset of Full USPTO retrosynthesis dataset with 1.9M reactions from patents (1976-2016). Predict the reactants needed to synthesize the given product. (1) Given the product [Cl:11][CH2:10][C:9]([N:8]([CH2:1][CH:2]1[CH2:7][CH2:6][CH2:5][CH2:4][CH2:3]1)[CH:13]1[CH2:16][CH2:15]1)=[O:12], predict the reactants needed to synthesize it. The reactants are: [CH2:1]([N:8]([CH3:13])[C:9](=[O:12])[CH2:10][Cl:11])[C:2]1[CH:7]=[CH:6][CH:5]=[CH:4][CH:3]=1.Cl[CH2:15][C:16](Cl)=O.C(Cl)Cl.CO.CC#N.O. (2) Given the product [C:1]([O:5][C:6]1[CH:23]=[CH:22][CH:21]=[CH:20][C:7]=1[CH2:8][N:9]([CH2:25][CH2:26][CH2:27][Cl:28])[CH2:10][CH2:11][NH:12][C:13](=[O:19])[C:1]([CH3:4])([CH3:3])[CH3:2])([CH3:2])([CH3:3])[CH3:4], predict the reactants needed to synthesize it. The reactants are: [C:1]([O:5][C:6]1[CH:23]=[CH:22][CH:21]=[CH:20][C:7]=1[CH2:8][NH:9][CH2:10][CH2:11][NH:12][C:13](=[O:19])OC(C)(C)C)([CH3:4])([CH3:3])[CH3:2].Br[CH2:25][CH2:26][CH2:27][Cl:28].C([O-])([O-])=O.[K+].[K+]. (3) Given the product [CH:1]1([CH2:6][C@H:7]([CH2:26][N:27]([CH:35]=[O:36])[OH:28])[C:8]([N:10]2[C@H:14]([C:15]([NH:17][C:18]3[N:19]=[CH:20][C:21]([O:24][CH3:25])=[CH:22][N:23]=3)=[O:16])[CH2:13][CH2:12][NH:11]2)=[O:9])[CH2:2][CH2:3][CH2:4][CH2:5]1, predict the reactants needed to synthesize it. The reactants are: [CH:1]1([CH2:6][C@H:7]([CH2:26][N:27]([CH:35]=[O:36])[O:28]C2CCCCO2)[C:8]([N:10]2[C@H:14]([C:15]([NH:17][C:18]3[N:23]=[CH:22][C:21]([O:24][CH3:25])=[CH:20][N:19]=3)=[O:16])[CH2:13][CH2:12][NH:11]2)=[O:9])[CH2:5][CH2:4][CH2:3][CH2:2]1.O. (4) Given the product [C:28]([S:32][C:33]1[CH:38]=[CH:37][CH:36]=[CH:35][C:34]=1[CH:39]=[CH2:2])([CH3:31])([CH3:30])[CH3:29], predict the reactants needed to synthesize it. The reactants are: [I-].[CH3:2][P+](C1C=CC=CC=1)(C1C=CC=CC=1)C1C=CC=CC=1.CC(C)([O-])C.[K+].[C:28]([S:32][C:33]1[CH:38]=[CH:37][CH:36]=[CH:35][C:34]=1[CH:39]=O)([CH3:31])([CH3:30])[CH3:29].C(=O)(O)[O-].[Na+]. (5) Given the product [CH3:23][O:22][CH2:21][CH2:20][N:19]([CH2:24][C:25]1[CH:37]=[CH:36][C:28]([O:29][CH2:30][C:31]([OH:33])=[O:32])=[C:27]([CH3:38])[CH:26]=1)[C:15]1[C:14]([CH3:39])=[C:13]([C:6]2[CH:7]=[CH:8][C:3]([O:2][CH3:1])=[CH:4][CH:5]=2)[CH:18]=[CH:17][CH:16]=1, predict the reactants needed to synthesize it. The reactants are: [CH3:1][O:2][C:3]1[CH:8]=[CH:7][C:6](B(O)O)=[CH:5][CH:4]=1.Br[C:13]1[C:14]([CH3:39])=[C:15]([N:19]([CH2:24][C:25]2[CH:37]=[CH:36][C:28]([O:29][CH2:30][C:31]([O:33]CC)=[O:32])=[C:27]([CH3:38])[CH:26]=2)[CH2:20][CH2:21][O:22][CH3:23])[CH:16]=[CH:17][CH:18]=1. (6) Given the product [Cl:1][C:2]1[CH:7]=[C:6]([O:8][CH2:11][C:12]2[CH:13]=[N:14][CH:15]=[CH:16][CH:17]=2)[CH:5]=[CH:4][N:3]=1, predict the reactants needed to synthesize it. The reactants are: [Cl:1][C:2]1[CH:7]=[C:6]([OH:8])[CH:5]=[CH:4][N:3]=1.Br.Br[CH2:11][C:12]1[CH:13]=[N:14][CH:15]=[CH:16][CH:17]=1.[OH-].[Na+]. (7) Given the product [Br:1][C:2]1[CH:3]=[C:4]([C:8]([F:32])([F:31])[CH2:9][CH2:10][C:11]2[N:17]([CH2:18][CH3:19])[C:15](=[O:16])[N:14]([CH2:20][C:21]3[CH:26]=[CH:25][C:24]([C:27]([CH3:30])([CH3:29])[CH3:28])=[CH:23][CH:22]=3)[N:13]=2)[CH:5]=[CH:6][CH:7]=1, predict the reactants needed to synthesize it. The reactants are: [Br:1][C:2]1[CH:3]=[C:4]([C:8]([F:32])([F:31])[CH2:9][CH2:10][C:11]([NH:13][N:14]([CH2:20][C:21]2[CH:26]=[CH:25][C:24]([C:27]([CH3:30])([CH3:29])[CH3:28])=[CH:23][CH:22]=2)[C:15]([NH:17][CH2:18][CH3:19])=[O:16])=O)[CH:5]=[CH:6][CH:7]=1.C12(CS(O)(=O)=O)C(C)(C)C(CC1)CC2=O. (8) Given the product [CH2:29]([Sn:24]([C:2]#[C:1][C@@H:3]1[CH2:7][CH2:6][CH2:5][N:4]1[C:8]([O:10][C:11]([CH3:14])([CH3:13])[CH3:12])=[O:9])([CH2:20][CH2:21][CH2:22][CH3:23])[CH2:25][CH2:26][CH2:27][CH3:28])[CH2:30][CH2:31][CH3:32], predict the reactants needed to synthesize it. The reactants are: [C:1]([C@@H:3]1[CH2:7][CH2:6][CH2:5][N:4]1[C:8]([O:10][C:11]([CH3:14])([CH3:13])[CH3:12])=[O:9])#[CH:2].C([Li])CCC.[CH2:20]([Sn:24](Cl)([CH2:29][CH2:30][CH2:31][CH3:32])[CH2:25][CH2:26][CH2:27][CH3:28])[CH2:21][CH2:22][CH3:23].C(=O)(O)[O-].[Na+].